Regression. Given a peptide amino acid sequence and an MHC pseudo amino acid sequence, predict their binding affinity value. This is MHC class II binding data. From a dataset of Peptide-MHC class II binding affinity with 134,281 pairs from IEDB. (1) The peptide sequence is RNQTFLQGLRYFLMA. The MHC is DRB1_0101 with pseudo-sequence DRB1_0101. The binding affinity (normalized) is 0.769. (2) The binding affinity (normalized) is 0.511. The peptide sequence is NQEGSLKTALTGAMR. The MHC is DRB1_0301 with pseudo-sequence DRB1_0301. (3) The peptide sequence is DAPYMVGDVITSGDI. The MHC is DRB1_0301 with pseudo-sequence DRB1_0301. The binding affinity (normalized) is 0.318. (4) The peptide sequence is EAGKESCFCYFDCSK. The MHC is HLA-DQA10401-DQB10402 with pseudo-sequence HLA-DQA10401-DQB10402. The binding affinity (normalized) is 0. (5) The peptide sequence is SRGNRAFIAINLQKN. The MHC is HLA-DQA10102-DQB10502 with pseudo-sequence HLA-DQA10102-DQB10502. The binding affinity (normalized) is 0.417. (6) The peptide sequence is IIVGRGDSRLTYQWH. The MHC is DRB1_0301 with pseudo-sequence DRB1_0301. The binding affinity (normalized) is 0.808. (7) The peptide sequence is YLEDARRLKAIYEKKK. The MHC is DRB1_1201 with pseudo-sequence DRB1_1201. The binding affinity (normalized) is 0.249.